From a dataset of Reaction yield outcomes from USPTO patents with 853,638 reactions. Predict the reaction yield, written as a fraction of the theoretical maximum amount of product (1.0 means a 100% yield; for example, 0.34 means a 34% yield). (1) The reactants are [CH:1]([Mg]Br)=[CH2:2].C(O[CH:10]([O:21]CCCC)[C:11]1[CH:16]=[C:15]([F:17])[CH:14]=[CH:13][C:12]=1[N+:18]([O-])=O)CCC.[Cl-].[NH4+]. The catalyst is O1CCCC1. The product is [F:17][C:15]1[CH:14]=[C:13]2[C:12](=[C:11]([CH:10]=[O:21])[CH:16]=1)[NH:18][CH:2]=[CH:1]2. The yield is 0.560. (2) The reactants are Cl[C:2]1[N:11]=[CH:10][C:9]2[N:8]([CH3:12])[C:7](=[O:13])[C@@H:6]([CH2:14][CH3:15])[N:5]([CH:16]([CH3:18])[CH3:17])[C:4]=2[N:3]=1.[NH2:19][C:20]1[CH:21]=[CH:22][C:23]([C:29]([OH:31])=[O:30])=[C:24]2[C:28]=1[O:27][CH2:26][CH2:25]2.Cl. The catalyst is C(O)C.O. The product is [CH2:14]([C@H:6]1[N:5]([CH:16]([CH3:18])[CH3:17])[C:4]2[N:3]=[C:2]([NH:19][C:20]3[CH:21]=[CH:22][C:23]([C:29]([OH:31])=[O:30])=[C:24]4[C:28]=3[O:27][CH2:26][CH2:25]4)[N:11]=[CH:10][C:9]=2[N:8]([CH3:12])[C:7]1=[O:13])[CH3:15]. The yield is 0.650. (3) The reactants are [OH:1][C:2]1([CH2:18][C:19]#[N:20])[C:13]2[C:12]3[O:11][C:10]([CH3:14])=[N:9][C:8]=3[CH:7]=[CH:6][C:5]=2[CH2:4][CH:3]1[CH:15]([CH3:17])[CH3:16].N.[CH2:22]([OH:24])[CH3:23].C(N(CC)CC)C.C(OC(=O)C)(=O)C.C(=O)([O-])O.[Na+]. The catalyst is C(O)C.[Co]. The product is [OH:1][C:2]1([CH2:18][CH2:19][NH:20][C:22](=[O:24])[CH3:23])[C:13]2[C:12]3[O:11][C:10]([CH3:14])=[N:9][C:8]=3[CH:7]=[CH:6][C:5]=2[CH2:4][CH:3]1[CH:15]([CH3:17])[CH3:16]. The yield is 0.190. (4) The reactants are [I-:1].[Na+].CN[C@@H]1CCCC[C@H]1NC.Br[C:14]1[CH:15]=[C:16]([CH:27]=[CH:28][C:29]=1[Cl:30])[CH2:17][NH:18][C@@H:19]([C:21]1[CH:26]=[CH:25][CH:24]=[CH:23][CH:22]=1)[CH3:20]. The catalyst is O1CCOCC1.[Cu]I. The product is [Cl:30][C:29]1[CH:28]=[CH:27][C:16]([CH2:17][NH:18][C@@H:19]([C:21]2[CH:26]=[CH:25][CH:24]=[CH:23][CH:22]=2)[CH3:20])=[CH:15][C:14]=1[I:1]. The yield is 0.840. (5) The reactants are [S:1]1[CH:5]=[CH:4][N:3]=[C:2]1[N:6]1[CH2:10][CH2:9][C@H:8]([OH:11])[CH2:7]1.[CH3:12][C:13]([Si:16](Cl)([CH3:18])[CH3:17])([CH3:15])[CH3:14].N1C=CN=C1.O. The catalyst is CN(C=O)C. The product is [C:13]([Si:16]([CH3:18])([CH3:17])[O:11][C@H:8]1[CH2:9][CH2:10][N:6]([C:2]2[S:1][CH:5]=[CH:4][N:3]=2)[CH2:7]1)([CH3:15])([CH3:14])[CH3:12]. The yield is 0.520. (6) The reactants are [CH3:1][C:2]1[CH:11]=[C:10]([CH3:12])[C:9]([C:13]2[NH:17][C:16]3[CH2:18][O:19][CH:20]([CH3:22])[CH2:21][C:15]=3[N:14]=2)=[CH:8][C:3]=1[C:4]([O:6]C)=[O:5].[OH-].[Li+]. The product is [CH3:1][C:2]1[CH:11]=[C:10]([CH3:12])[C:9]([C:13]2[NH:17][C:16]3[CH2:18][O:19][CH:20]([CH3:22])[CH2:21][C:15]=3[N:14]=2)=[CH:8][C:3]=1[C:4]([OH:6])=[O:5]. The yield is 0.630. The catalyst is CO.O. (7) The yield is 0.810. The catalyst is C(Cl)Cl. The reactants are [CH3:1][O:2][C:3]([NH:5][C@H:6]([C:10]([N:12]1[CH:16]([C:17]2[NH:18][CH:19]=[C:20]([C:22]3[CH:27]=[CH:26][C:25]([C:28]4[CH:33]=[CH:32][C:31]([C:34]5[N:35]=[C:36]([C@@H:39]6[CH2:43][CH2:42][CH2:41][N:40]6[C:44](=[O:54])[C@H:45]([CH:51]([CH3:53])[CH3:52])[NH:46][C:47]([O:49][CH3:50])=[O:48])[NH:37][CH:38]=5)=[CH:30][CH:29]=4)=[CH:24][CH:23]=3)[N:21]=2)[CH2:15][C:14]2([CH2:59][CH2:58][N:57](C(OC(C)(C)C)=O)[CH2:56][CH2:55]2)[CH2:13]1)=[O:11])[CH:7]([CH3:9])[CH3:8])=[O:4].FC(F)(F)C(O)=O. The product is [CH3:52][CH:51]([CH3:53])[C@H:45]([NH:46][C:47](=[O:48])[O:49][CH3:50])[C:44]([N:40]1[CH2:41][CH2:42][CH2:43][C@H:39]1[C:36]1[NH:37][CH:38]=[C:34]([C:31]2[CH:32]=[CH:33][C:28]([C:25]3[CH:24]=[CH:23][C:22]([C:20]4[N:21]=[C:17]([CH:16]5[CH2:15][C:14]6([CH2:55][CH2:56][NH:57][CH2:58][CH2:59]6)[CH2:13][N:12]5[C:10](=[O:11])[C@@H:6]([NH:5][C:3]([O:2][CH3:1])=[O:4])[CH:7]([CH3:8])[CH3:9])[NH:18][CH:19]=4)=[CH:27][CH:26]=3)=[CH:29][CH:30]=2)[N:35]=1)=[O:54].